Task: Regression/Classification. Given a drug SMILES string, predict its absorption, distribution, metabolism, or excretion properties. Task type varies by dataset: regression for continuous measurements (e.g., permeability, clearance, half-life) or binary classification for categorical outcomes (e.g., BBB penetration, CYP inhibition). For this dataset (vdss_lombardo), we predict log10(VDss) (log10 of volume of distribution in L/kg).. Dataset: Volume of distribution at steady state (VDss) regression data from Lombardo et al. The molecule is COc1cccc2c1C(=O)c1c(O)c3c(c(O)c1C2=O)CC(O)(C(=O)CO)CC3OC1CC([NH3+])C(O)C(C)O1. The log10(VDss) is 1.34.